From a dataset of Full USPTO retrosynthesis dataset with 1.9M reactions from patents (1976-2016). Predict the reactants needed to synthesize the given product. Given the product [Br:7][C:5]1[N:6]=[C:2]([C:14]2[CH:13]=[CH:12][CH:11]=[C:10]([O:9][CH3:8])[CH:15]=2)[S:3][CH:4]=1, predict the reactants needed to synthesize it. The reactants are: Br[C:2]1[S:3][CH:4]=[C:5]([Br:7])[N:6]=1.[CH3:8][O:9][C:10]1[CH:11]=[C:12](B(O)O)[CH:13]=[CH:14][CH:15]=1.CCCCCC.C(OCC)(=O)C.